Dataset: Forward reaction prediction with 1.9M reactions from USPTO patents (1976-2016). Task: Predict the product of the given reaction. (1) The product is: [Br:1][C:2]1[CH:7]=[CH:6][C:5]([S:8]([NH:20][CH2:19][CH:16]2[CH2:18][CH2:17]2)(=[O:10])=[O:9])=[C:4]([C:12]([F:15])([F:14])[F:13])[CH:3]=1. Given the reactants [Br:1][C:2]1[CH:7]=[CH:6][C:5]([S:8](Cl)(=[O:10])=[O:9])=[C:4]([C:12]([F:15])([F:14])[F:13])[CH:3]=1.[CH:16]1([CH2:19][NH2:20])[CH2:18][CH2:17]1, predict the reaction product. (2) Given the reactants [C:1]([O:5][C:6](=[O:27])[NH:7][C:8]1[C:9]([CH2:25][F:26])([CH2:23][F:24])[O:10][CH2:11][C:12]([C:15]2[CH:20]=[C:19]([NH2:21])[CH:18]=[CH:17][C:16]=2[F:22])([CH3:14])[N:13]=1)([CH3:4])([CH3:3])[CH3:2].[C:28]([C:30]1[CH:31]=[C:32]([CH3:39])[C:33]([C:36](O)=[O:37])=[N:34][CH:35]=1)#[N:29].C1C=NC2N(O)N=NC=2C=1.CN1CCOCC1.C(Cl)CCl, predict the reaction product. The product is: [C:1]([O:5][C:6](=[O:27])[NH:7][C:8]1[C:9]([CH2:23][F:24])([CH2:25][F:26])[O:10][CH2:11][C:12]([C:15]2[CH:20]=[C:19]([NH:21][C:36]([C:33]3[C:32]([CH3:39])=[CH:31][C:30]([C:28]#[N:29])=[CH:35][N:34]=3)=[O:37])[CH:18]=[CH:17][C:16]=2[F:22])([CH3:14])[N:13]=1)([CH3:2])([CH3:4])[CH3:3].